Task: Predict the reaction yield, written as a fraction of the theoretical maximum amount of product (1.0 means a 100% yield; for example, 0.34 means a 34% yield).. Dataset: Reaction yield outcomes from USPTO patents with 853,638 reactions (1) The reactants are [C:1]([O:5][C:6]([NH:8][CH2:9][CH2:10][CH2:11][CH2:12][CH2:13][NH2:14])=[O:7])([CH3:4])([CH3:3])[CH3:2].C(N(CC)CC)C.[Cl:22][CH2:23][CH2:24][S:25](Cl)(=[O:27])=[O:26]. The catalyst is ClCCl. The product is [C:1]([O:5][C:6]([NH:8][CH2:9][CH2:10][CH2:11][CH2:12][CH2:13][NH:14][S:25]([CH2:24][CH2:23][Cl:22])(=[O:27])=[O:26])=[O:7])([CH3:4])([CH3:3])[CH3:2]. The yield is 1.00. (2) The reactants are [C:1]([O:5][C:6]([NH:8][CH:9]([CH3:16])[CH2:10]OS(C)(=O)=O)=[O:7])([CH3:4])([CH3:3])[CH3:2].[NH:17]1[CH2:22][CH2:21][O:20][CH2:19][CH2:18]1.C([O-])([O-])=O.[K+].[K+]. The catalyst is CC#N. The product is [C:1]([O:5][C:6](=[O:7])[NH:8][CH:9]([CH3:16])[CH2:10][N:17]1[CH2:22][CH2:21][O:20][CH2:19][CH2:18]1)([CH3:4])([CH3:3])[CH3:2]. The yield is 0.620. (3) The reactants are C[O:2][C:3]([C:5]1[CH:13]=[C:12]2[C:8]([C:9]([C:29]#[N:30])=[C:10]([C:16]3[CH:21]=[CH:20][C:19]([NH:22][S:23]([CH2:26][CH2:27][CH3:28])(=[O:25])=[O:24])=[CH:18][CH:17]=3)[N:11]2[CH2:14][CH3:15])=[CH:7][CH:6]=1)=[O:4].NC1C=CC(C2N(CC)C3C(C=2C#N)=CC=C(C(OC)=O)C=3)=CC=1.[OH-].[K+].Cl. No catalyst specified. The product is [C:29]([C:9]1[C:8]2[C:12](=[CH:13][C:5]([C:3]([OH:4])=[O:2])=[CH:6][CH:7]=2)[N:11]([CH2:14][CH3:15])[C:10]=1[C:16]1[CH:21]=[CH:20][C:19]([NH:22][S:23]([CH2:26][CH2:27][CH3:28])(=[O:24])=[O:25])=[CH:18][CH:17]=1)#[N:30]. The yield is 0.960.